Dataset: Catalyst prediction with 721,799 reactions and 888 catalyst types from USPTO. Task: Predict which catalyst facilitates the given reaction. Reactant: [OH:1][C@@:2]1([CH3:42])[CH2:7][CH2:6][C@H:5]2[C@H:8]3[C@H:18]([CH2:19][CH2:20][C@:3]12[CH3:4])[C@:16]1([CH3:17])[C:11](=[CH:12][C:13](=[O:21])[CH2:14][CH2:15]1)[CH2:10][C@H:9]3[CH2:22][CH2:23][CH2:24][CH2:25][C:26]1[CH:31]=[CH:30][CH:29]=[C:28]([O:32][CH2:33][CH2:34][CH2:35][CH2:36][C:37]([O:39]CC)=[O:38])[CH:27]=1.[OH-].[Na+].O.[Cl-].[NH4+]. Product: [OH:1][C@@:2]1([CH3:42])[CH2:7][CH2:6][C@H:5]2[C@H:8]3[C@H:18]([CH2:19][CH2:20][C@:3]12[CH3:4])[C@:16]1([CH3:17])[C:11](=[CH:12][C:13](=[O:21])[CH2:14][CH2:15]1)[CH2:10][C@H:9]3[CH2:22][CH2:23][CH2:24][CH2:25][C:26]1[CH:31]=[CH:30][CH:29]=[C:28]([O:32][CH2:33][CH2:34][CH2:35][CH2:36][C:37]([OH:39])=[O:38])[CH:27]=1. The catalyst class is: 111.